From a dataset of Peptide-MHC class I binding affinity with 185,985 pairs from IEDB/IMGT. Regression. Given a peptide amino acid sequence and an MHC pseudo amino acid sequence, predict their binding affinity value. This is MHC class I binding data. (1) The peptide sequence is SPPSYFQQTH. The MHC is Mamu-A2201 with pseudo-sequence Mamu-A2201. The binding affinity (normalized) is 0.109. (2) The peptide sequence is FADTVVACV. The MHC is HLA-A02:01 with pseudo-sequence HLA-A02:01. The binding affinity (normalized) is 0.623. (3) The peptide sequence is APRRRDEEL. The MHC is HLA-B27:05 with pseudo-sequence HLA-B27:05. The binding affinity (normalized) is 0.0847.